This data is from Reaction yield outcomes from USPTO patents with 853,638 reactions. The task is: Predict the reaction yield, written as a fraction of the theoretical maximum amount of product (1.0 means a 100% yield; for example, 0.34 means a 34% yield). (1) The reactants are [O:1]([C:8]1[CH:13]=[CH:12][C:11]([S:14]([NH:17][CH2:18][CH2:19][NH:20][C:21]([P:23]([O:29]C(C)C)([O:25]C(C)C)=[O:24])=[O:22])(=[O:16])=[O:15])=[CH:10][CH:9]=1)[C:2]1[CH:7]=[CH:6][CH:5]=[CH:4][CH:3]=1.C[Si](Br)(C)C.CC#N. The catalyst is C(Cl)(Cl)Cl. The product is [O:1]([C:8]1[CH:13]=[CH:12][C:11]([S:14]([NH:17][CH2:18][CH2:19][NH:20][C:21]([P:23]([OH:29])([OH:25])=[O:24])=[O:22])(=[O:15])=[O:16])=[CH:10][CH:9]=1)[C:2]1[CH:3]=[CH:4][CH:5]=[CH:6][CH:7]=1. The yield is 0.780. (2) The reactants are [O:1]=[C:2]1[CH:7]=[CH:6][CH:5]=[CH:4][N:3]1[CH:8]([CH3:16])[C:9]([O:11]C(C)(C)C)=[O:10].Cl. The catalyst is O1CCOCC1. The product is [O:1]=[C:2]1[CH:7]=[CH:6][CH:5]=[CH:4][N:3]1[CH:8]([CH3:16])[C:9]([OH:11])=[O:10]. The yield is 1.00. (3) The reactants are [N:1]1[C:10]2[C:5](=[CH:6][CH:7]=[CH:8][C:9]=2[O:11][C@@H:12]([CH3:17])[C:13]([O:15]C)=O)[CH:4]=[CH:3][CH:2]=1.[NH2:18][CH2:19][C@H:20]([OH:32])[CH2:21][N:22]1[CH2:31][CH2:30][C:29]2[C:24](=[CH:25][CH:26]=[CH:27][CH:28]=2)[CH2:23]1. The catalyst is CCO. The product is [CH2:23]1[C:24]2[C:29](=[CH:28][CH:27]=[CH:26][CH:25]=2)[CH2:30][CH2:31][N:22]1[CH2:21][C@@H:20]([OH:32])[CH2:19][NH:18][C:13](=[O:15])[C@@H:12]([O:11][C:9]1[CH:8]=[CH:7][CH:6]=[C:5]2[C:10]=1[N:1]=[CH:2][CH:3]=[CH:4]2)[CH3:17]. The yield is 0.280. (4) The reactants are [CH:1]1[CH:6]=[N:5][CH:4]=[C:3]2[CH2:7][O:8][C:9]3[CH:10]=[C:11]([O:15][CH2:16][C@@H:17]([N:22]4C(=O)C5C(=CC=CC=5)C4=O)[CH2:18][CH:19]([CH3:21])[CH3:20])[CH:12]=[CH:13][C:14]=3[C:2]=12.NN. The catalyst is C(O)C. The product is [CH:1]1[CH:6]=[N:5][CH:4]=[C:3]2[CH2:7][O:8][C:9]3[CH:10]=[C:11]([O:15][CH2:16][C@@H:17]([NH2:22])[CH2:18][CH:19]([CH3:20])[CH3:21])[CH:12]=[CH:13][C:14]=3[C:2]=12. The yield is 0.390. (5) The reactants are [OH:1][C:2]1[CH:9]=[CH:8][CH:7]=[CH:6][C:3]=1[CH2:4][OH:5].[CH3:10]O. The product is [CH3:10][O:5][CH2:4][C:3]1[CH:6]=[CH:7][CH:8]=[CH:9][C:2]=1[OH:1]. The yield is 0.580. No catalyst specified. (6) The reactants are [H-].[Al+3].[Li+].[H-].[H-].[H-].[Cl:7][C:8]1[CH:9]=[CH:10][C:11]2[CH2:12][C@@H:13]3[C:20](=O)[NH:19][C@@H:18]([CH3:22])[C:17](=O)[N:14]3[C:15]=2[CH:16]=1.[OH-].[Na+].S([O-])([O-])(=O)=O.[Mg+2].Cl. The catalyst is CCOCC.O. The product is [ClH:7].[Cl:7][C:8]1[CH:9]=[CH:10][C:11]2[CH2:12][C@@H:13]3[CH2:20][NH:19][C@@H:18]([CH3:22])[CH2:17][N:14]3[C:15]=2[CH:16]=1. The yield is 0.780. (7) The reactants are [OH:1][C:2]1[CH:10]=[CH:9][C:5]([C:6]([OH:8])=[O:7])=[CH:4][C:3]=1[CH3:11].[OH-].C([P+](CCCC)(CCCC)CCCC)CCC.Br[CH2:31][CH2:32][O:33][CH3:34].Cl. The catalyst is C1COCC1. The product is [CH3:34][O:33][CH2:32][CH2:31][O:1][C:2]1[CH:10]=[CH:9][C:5]([C:6]([OH:8])=[O:7])=[CH:4][C:3]=1[CH3:11]. The yield is 0.0600. (8) The reactants are [NH2:1][C:2]1[CH:7]=[CH:6][C:5]([C:8]2([CH3:22])[CH2:12][C:11](=O)[N:10]([CH2:14][C:15]3[CH:20]=[CH:19][CH:18]=[CH:17][CH:16]=3)[C:9]2=O)=[CH:4][CH:3]=1.[H-].[Al+3].[Li+].[H-].[H-].[H-]. The catalyst is C1COCC1. The product is [CH2:14]([N:10]1[CH2:11][CH2:12][C:8]([C:5]2[CH:6]=[CH:7][C:2]([NH2:1])=[CH:3][CH:4]=2)([CH3:22])[CH2:9]1)[C:15]1[CH:16]=[CH:17][CH:18]=[CH:19][CH:20]=1. The yield is 0.840. (9) The reactants are [C@]12(C)C(C)(C)C(CC1)CC2C([O:12][CH:13]([C:18]1[CH:23]=[CH:22][C:21]([I:24])=[CH:20][C:19]=1[N+:25]([O-:27])=[O:26])[C:14]([CH3:17])([CH3:16])[CH3:15])=O.C([O-])([O-])=O.[K+].[K+].O.Cl. The catalyst is CO. The product is [I:24][C:21]1[CH:22]=[CH:23][C:18]([CH:13]([OH:12])[C:14]([CH3:15])([CH3:16])[CH3:17])=[C:19]([N+:25]([O-:27])=[O:26])[CH:20]=1. The yield is 0.980. (10) The reactants are [NH2:1][C:2]1[N:7]=[C:6](Cl)[N:5]=[C:4]([NH:9][C:10]2[CH:15]=[CH:14][CH:13]=[C:12]([F:16])[C:11]=2[F:17])[N:3]=1.C1N2CC[N:20](CC2)[CH2:19]1.C(#N)C. The catalyst is [C-]#N.C([N+](CCCC)(CCCC)CCCC)CCC.C(OCC)(=O)C. The product is [NH2:1][C:2]1[N:7]=[C:6]([C:19]#[N:20])[N:5]=[C:4]([NH:9][C:10]2[CH:15]=[CH:14][CH:13]=[C:12]([F:16])[C:11]=2[F:17])[N:3]=1. The yield is 0.690.